This data is from NCI-60 drug combinations with 297,098 pairs across 59 cell lines. The task is: Regression. Given two drug SMILES strings and cell line genomic features, predict the synergy score measuring deviation from expected non-interaction effect. (1) Drug 1: CCN(CC)CCCC(C)NC1=C2C=C(C=CC2=NC3=C1C=CC(=C3)Cl)OC. Drug 2: CC1=C(C(=O)C2=C(C1=O)N3CC4C(C3(C2COC(=O)N)OC)N4)N. Cell line: OVCAR-8. Synergy scores: CSS=39.4, Synergy_ZIP=-9.92, Synergy_Bliss=-2.96, Synergy_Loewe=-5.62, Synergy_HSA=-2.97. (2) Drug 1: C1CCN(CC1)CCOC2=CC=C(C=C2)C(=O)C3=C(SC4=C3C=CC(=C4)O)C5=CC=C(C=C5)O. Drug 2: B(C(CC(C)C)NC(=O)C(CC1=CC=CC=C1)NC(=O)C2=NC=CN=C2)(O)O. Cell line: SF-268. Synergy scores: CSS=-2.59, Synergy_ZIP=1.20, Synergy_Bliss=-2.48, Synergy_Loewe=-24.7, Synergy_HSA=-5.92. (3) Drug 1: CC(C1=C(C=CC(=C1Cl)F)Cl)OC2=C(N=CC(=C2)C3=CN(N=C3)C4CCNCC4)N. Drug 2: C1CN1P(=S)(N2CC2)N3CC3. Cell line: SK-MEL-28. Synergy scores: CSS=-1.30, Synergy_ZIP=-0.167, Synergy_Bliss=-1.45, Synergy_Loewe=-6.28, Synergy_HSA=-5.58. (4) Drug 1: CC=C1C(=O)NC(C(=O)OC2CC(=O)NC(C(=O)NC(CSSCCC=C2)C(=O)N1)C(C)C)C(C)C. Drug 2: CCC1=C2CN3C(=CC4=C(C3=O)COC(=O)C4(CC)O)C2=NC5=C1C=C(C=C5)O. Cell line: SF-295. Synergy scores: CSS=67.9, Synergy_ZIP=0.863, Synergy_Bliss=-1.38, Synergy_Loewe=-9.31, Synergy_HSA=1.63. (5) Drug 1: CC1C(C(=O)NC(C(=O)N2CCCC2C(=O)N(CC(=O)N(C(C(=O)O1)C(C)C)C)C)C(C)C)NC(=O)C3=C4C(=C(C=C3)C)OC5=C(C(=O)C(=C(C5=N4)C(=O)NC6C(OC(=O)C(N(C(=O)CN(C(=O)C7CCCN7C(=O)C(NC6=O)C(C)C)C)C)C(C)C)C)N)C. Drug 2: C#CCC(CC1=CN=C2C(=N1)C(=NC(=N2)N)N)C3=CC=C(C=C3)C(=O)NC(CCC(=O)O)C(=O)O. Cell line: MOLT-4. Synergy scores: CSS=82.8, Synergy_ZIP=0.396, Synergy_Bliss=-2.60, Synergy_Loewe=-3.55, Synergy_HSA=-4.57. (6) Drug 1: C1=CN(C(=O)N=C1N)C2C(C(C(O2)CO)O)O.Cl. Drug 2: C#CCC(CC1=CN=C2C(=N1)C(=NC(=N2)N)N)C3=CC=C(C=C3)C(=O)NC(CCC(=O)O)C(=O)O. Cell line: 786-0. Synergy scores: CSS=77.8, Synergy_ZIP=7.44, Synergy_Bliss=-15.2, Synergy_Loewe=38.1, Synergy_HSA=-13.4. (7) Drug 1: C1=CC=C(C(=C1)C(C2=CC=C(C=C2)Cl)C(Cl)Cl)Cl. Drug 2: C1CCC(C(C1)N)N.C(=O)(C(=O)[O-])[O-].[Pt+4]. Cell line: TK-10. Synergy scores: CSS=13.5, Synergy_ZIP=-3.51, Synergy_Bliss=1.93, Synergy_Loewe=-8.61, Synergy_HSA=1.56. (8) Drug 1: CC1=C2C(C(=O)C3(C(CC4C(C3C(C(C2(C)C)(CC1OC(=O)C(C(C5=CC=CC=C5)NC(=O)C6=CC=CC=C6)O)O)OC(=O)C7=CC=CC=C7)(CO4)OC(=O)C)O)C)OC(=O)C. Drug 2: CC(C)(C#N)C1=CC(=CC(=C1)CN2C=NC=N2)C(C)(C)C#N. Cell line: NCI-H522. Synergy scores: CSS=1.73, Synergy_ZIP=4.46, Synergy_Bliss=-1.55, Synergy_Loewe=-0.442, Synergy_HSA=-1.10. (9) Drug 1: CC(C1=C(C=CC(=C1Cl)F)Cl)OC2=C(N=CC(=C2)C3=CN(N=C3)C4CCNCC4)N. Drug 2: CC12CCC3C(C1CCC2=O)CC(=C)C4=CC(=O)C=CC34C. Cell line: HCT-15. Synergy scores: CSS=37.9, Synergy_ZIP=0.525, Synergy_Bliss=2.56, Synergy_Loewe=2.40, Synergy_HSA=2.81.